From a dataset of Full USPTO retrosynthesis dataset with 1.9M reactions from patents (1976-2016). Predict the reactants needed to synthesize the given product. (1) Given the product [C:44]1([S:50][C:2]2[C:10]3[C:5](=[N:6][CH:7]=[C:8]([C:11]4[CH:12]=[C:13]([OH:17])[CH:14]=[CH:15][CH:16]=4)[CH:9]=3)[NH:4][CH:3]=2)[CH:49]=[CH:48][CH:47]=[CH:46][CH:45]=1, predict the reactants needed to synthesize it. The reactants are: I[C:2]1[C:10]2[C:5](=[N:6][CH:7]=[C:8]([C:11]3[CH:12]=[C:13]([O:17]S(C4C=CC(C)=CC=4)(=O)=O)[CH:14]=[CH:15][CH:16]=3)[CH:9]=2)[N:4](S(C2C=CC(C)=CC=2)(=O)=O)[CH:3]=1.C(=O)([O-])[O-].[K+].[K+].[C:44]1([SH:50])[CH:49]=[CH:48][CH:47]=[CH:46][CH:45]=1.C(O)CO.[OH-].[K+].Cl. (2) Given the product [CH3:34][N:35]([CH3:39])[CH2:36][CH2:37][O:27][C:22]1[CH:23]=[CH:24][CH:25]=[CH:26][C:21]=1[N:19]1[CH:20]=[C:16]([C:14]([NH:13][CH2:12][CH2:11][NH:10][C:8](=[O:9])[C:7]2[CH:6]=[CH:5][C:4]([O:3][CH2:1][CH3:2])=[CH:33][CH:32]=2)=[O:15])[C:17]([C:28]([F:29])([F:30])[F:31])=[N:18]1, predict the reactants needed to synthesize it. The reactants are: [CH2:1]([O:3][C:4]1[CH:33]=[CH:32][C:7]([C:8]([NH:10][CH2:11][CH2:12][NH:13][C:14]([C:16]2[C:17]([C:28]([F:31])([F:30])[F:29])=[N:18][N:19]([C:21]3[CH:26]=[CH:25][CH:24]=[CH:23][C:22]=3[OH:27])[CH:20]=2)=[O:15])=[O:9])=[CH:6][CH:5]=1)[CH3:2].[CH3:34][N:35]([CH3:39])[CH2:36][CH2:37]O.C(P(CCCC)CCCC)CCC.N(C(N1CCCCC1)=O)=NC(N1CCCCC1)=O. (3) Given the product [CH3:1][C:2]1[CH:6]=[C:5]([C:7]2[CH:8]=[CH:9][CH:10]=[CH:11][CH:12]=2)[N:4]([C:13]2[CH:14]=[CH:15][C:16]([CH2:17][NH:18][C:44]([C:40]3[N:41]([CH3:43])[CH:42]=[C:38]([NH:37][C:35]([C:30]4[C:29]([C:26]5[CH:25]=[CH:24][C:23]([C:22]([F:48])([F:21])[F:47])=[CH:28][CH:27]=5)=[CH:34][CH:33]=[CH:32][CH:31]=4)=[O:36])[CH:39]=3)=[O:45])=[CH:19][CH:20]=2)[N:3]=1, predict the reactants needed to synthesize it. The reactants are: [CH3:1][C:2]1[CH:6]=[C:5]([C:7]2[CH:12]=[CH:11][CH:10]=[CH:9][CH:8]=2)[N:4]([C:13]2[CH:20]=[CH:19][C:16]([CH2:17][NH2:18])=[CH:15][CH:14]=2)[N:3]=1.[F:21][C:22]([F:48])([F:47])[C:23]1[CH:28]=[CH:27][C:26]([C:29]2[C:30]([C:35]([NH:37][C:38]3[CH:39]=[C:40]([C:44](O)=[O:45])[N:41]([CH3:43])[CH:42]=3)=[O:36])=[CH:31][CH:32]=[CH:33][CH:34]=2)=[CH:25][CH:24]=1.CN(C(ON1N=NC2C=CC=CC1=2)=[N+](C)C)C.[B-](F)(F)(F)F.C(N(C(C)C)C(C)C)C. (4) Given the product [Br:15][C:16]1[CH:21]=[CH:20][C:19]([C:6]([C:5]2[CH:9]=[CH:10][C:2]([F:1])=[CH:3][CH:4]=2)=[O:7])=[CH:18][CH:17]=1, predict the reactants needed to synthesize it. The reactants are: [F:1][C:2]1[CH:10]=[CH:9][C:5]([C:6](Cl)=[O:7])=[CH:4][CH:3]=1.[Cl-].[Al+3].[Cl-].[Cl-].[Br:15][C:16]1[CH:21]=[CH:20][CH:19]=[CH:18][CH:17]=1. (5) Given the product [C:4]([O:3][C:1]([N:8]1[CH2:13][CH2:12][N:11]([C:22]([O:24][C:25]([CH3:28])([CH3:27])[CH3:26])=[O:23])[CH2:10][C@@H:9]1[CH2:14][OH:15])=[O:2])([CH3:7])([CH3:6])[CH3:5], predict the reactants needed to synthesize it. The reactants are: [C:1]([N:8]1[CH2:13][CH2:12][NH:11][CH2:10][C@@H:9]1[CH2:14][OH:15])([O:3][C:4]([CH3:7])([CH3:6])[CH3:5])=[O:2].C([O-])([O-])=O.[Na+].[Na+].[C:22](O[C:22]([O:24][C:25]([CH3:28])([CH3:27])[CH3:26])=[O:23])([O:24][C:25]([CH3:28])([CH3:27])[CH3:26])=[O:23]. (6) Given the product [CH2:1]([O:8][C:9]1[C:10]([N+:18]([O-:20])=[O:19])=[C:11]([CH:15]=[CH:16][CH:17]=1)[C:12]#[N:13])[C:2]1[CH:3]=[CH:4][CH:5]=[CH:6][CH:7]=1, predict the reactants needed to synthesize it. The reactants are: [CH2:1]([O:8][C:9]1[C:10]([N+:18]([O-:20])=[O:19])=[C:11]([CH:15]=[CH:16][CH:17]=1)[CH:12]=[N:13]O)[C:2]1[CH:7]=[CH:6][CH:5]=[CH:4][CH:3]=1.S(Cl)(Cl)=O. (7) The reactants are: [O:1]1[CH2:5][CH2:4]OC1.FC1C=CC(NC(=O)OC(C)(C)C)=C(NC2N=C(N[C@H:29]3[C:38]4C(=CC=C[CH:37]=4)[C:32](=[O:39])[CH2:31][CH2:30]3)C([N+]([O-])=O)=CN=2)C=1.FC1C=CC(NC(=O)OC(C)(C)C)=C(NC2N=C(SC#N)C([N+]([O-])=O)=CN=2)C=1.[NH2:71][C@H:72]1[C:81]2[C:76](=[CH:77][CH:78]=[CH:79][CH:80]=2)[C:75](=[O:82])[CH2:74][CH2:73]1. Given the product [O:82]=[C:75]1[C:76]2[C:81](=[CH:80][CH:79]=[CH:78][CH:77]=2)[C@H:72]([N:71]2[C:5](=[O:1])[C:4]3[C:31](=[CH:30][CH:29]=[CH:38][CH:37]=3)[C:32]2=[O:39])[CH2:73][CH2:74]1, predict the reactants needed to synthesize it. (8) Given the product [CH2:17]([O:19][C:20]1[CH:21]=[CH:22][C:23]([F:38])=[C:24]([C:26]2[C:31]([CH3:32])=[C:30]([CH3:33])[N:29]=[C:28]([CH:34]=[O:35])[CH:27]=2)[CH:25]=1)[CH3:18], predict the reactants needed to synthesize it. The reactants are: CC(C[AlH]CC(C)C)C.C1(C)C=CC=CC=1.[CH2:17]([O:19][C:20]1[CH:21]=[CH:22][C:23]([F:38])=[C:24]([C:26]2[C:31]([CH3:32])=[C:30]([CH3:33])[N:29]=[C:28]([C:34](OC)=[O:35])[CH:27]=2)[CH:25]=1)[CH3:18].CCO. (9) Given the product [O:1]([C:8]1[CH:9]=[C:10]2[C:15](=[CH:16][CH:17]=1)[CH2:14][CH:13]([C:18]([C:20]1[O:21][C:22]([C:25]3[N:30]=[C:29]([C:31]([OH:33])=[O:32])[CH:28]=[CH:27][CH:26]=3)=[CH:23][N:24]=1)=[O:19])[CH2:12][CH2:11]2)[C:2]1[CH:7]=[CH:6][CH:5]=[CH:4][CH:3]=1, predict the reactants needed to synthesize it. The reactants are: [O:1]([C:8]1[CH:9]=[C:10]2[C:15](=[CH:16][CH:17]=1)[CH2:14][CH:13]([C:18]([C:20]1[O:21][C:22]([C:25]3[N:30]=[C:29]([C:31]([O:33]C)=[O:32])[CH:28]=[CH:27][CH:26]=3)=[CH:23][N:24]=1)=[O:19])[CH2:12][CH2:11]2)[C:2]1[CH:7]=[CH:6][CH:5]=[CH:4][CH:3]=1. (10) Given the product [NH2:16][C:5]1[CH:6]=[C:7]([NH:8][C:9](=[O:15])[O:10][C:11]([CH3:13])([CH3:12])[CH3:14])[C:2]([Cl:1])=[N:3][CH:4]=1, predict the reactants needed to synthesize it. The reactants are: [Cl:1][C:2]1[C:7]([NH:8][C:9](=[O:15])[O:10][C:11]([CH3:14])([CH3:13])[CH3:12])=[CH:6][C:5]([N:16]=C(C2C=CC=CC=2)C2C=CC=CC=2)=[CH:4][N:3]=1.Cl.